This data is from Catalyst prediction with 721,799 reactions and 888 catalyst types from USPTO. The task is: Predict which catalyst facilitates the given reaction. (1) Reactant: C(N(CC)CC)C.[CH2:8]([OH:18])[CH2:9][CH2:10][CH2:11][CH2:12][CH2:13][CH2:14][CH2:15][CH2:16][CH3:17].[C:19](Cl)(=[O:26])[C:20]1[CH:25]=[CH:24][CH:23]=[CH:22][CH:21]=1.O. Product: [C:19]([O:18][CH2:8][CH2:9][CH2:10][CH2:11][CH2:12][CH2:13][CH2:14][CH2:15][CH2:16][CH3:17])(=[O:26])[C:20]1[CH:25]=[CH:24][CH:23]=[CH:22][CH:21]=1. The catalyst class is: 27. (2) Reactant: [C:1]1([CH2:11][C:12]#[N:13])([CH2:8][C:9]#[N:10])[CH2:4][C:3](=[CH:5][C:6]#[N:7])[CH2:2]1.[NH:14]1[CH:18]=[C:17]([C:19]2[C:20]3[CH:27]=[CH:26][N:25](COCC[Si](C)(C)C)[C:21]=3[N:22]=[CH:23][N:24]=2)[CH:16]=[N:15]1.N12CCCN=C1CCCCC2. Product: [N:22]1[C:21]2[NH:25][CH:26]=[CH:27][C:20]=2[C:19]([C:17]2[CH:16]=[N:15][N:14]([C:3]3([CH2:5][C:6]#[N:7])[CH2:2][C:1]([CH2:8][C:9]#[N:10])([CH2:11][C:12]#[N:13])[CH2:4]3)[CH:18]=2)=[N:24][CH:23]=1. The catalyst class is: 10. (3) The catalyst class is: 1. Product: [O:16]=[C:7]1[N:6]([CH2:5][CH:4]=[O:3])[C:11]2[CH:12]=[CH:13][CH:14]=[CH:15][C:10]=2[O:9][CH2:8]1. Reactant: C([O:3][CH:4](OCC)[CH2:5][N:6]1[C:11]2[CH:12]=[CH:13][CH:14]=[CH:15][C:10]=2[O:9][CH2:8][C:7]1=[O:16])C.Cl. (4) Reactant: [Cl:1][C:2]1[CH:3]=[C:4](/[CH:9]=[CH:10]/[C:11]([O:13]C)=[O:12])[CH:5]=[C:6]([Cl:8])[CH:7]=1.[OH-].[Na+]. Product: [Cl:1][C:2]1[CH:3]=[C:4](/[CH:9]=[CH:10]/[C:11]([OH:13])=[O:12])[CH:5]=[C:6]([Cl:8])[CH:7]=1. The catalyst class is: 1. (5) Reactant: C[O:2][C:3](=[O:28])[CH2:4][N:5]1[C:11](=[O:12])[C@@H:10]([NH:13][C:14](=[O:23])[CH2:15][CH2:16][C:17]2[CH:22]=[CH:21][CH:20]=[CH:19][CH:18]=2)[CH2:9][NH:8][C:7]2[CH:24]=[CH:25][CH:26]=[CH:27][C:6]1=2.O.[OH-].[Li+]. Product: [C:17]1([CH2:16][CH2:15][C:14]([NH:13][C@@H:10]2[C:11](=[O:12])[N:5]([CH2:4][C:3]([OH:28])=[O:2])[C:6]3[CH:27]=[CH:26][CH:25]=[CH:24][C:7]=3[NH:8][CH2:9]2)=[O:23])[CH:22]=[CH:21][CH:20]=[CH:19][CH:18]=1. The catalyst class is: 24. (6) Reactant: [NH2:1][CH2:2][C:3]([NH:5][C:6]1[CH:16]=[CH:15][C:9]([C:10]([O:12][CH2:13][CH3:14])=[O:11])=[CH:8][C:7]=1[O:17][CH3:18])=[O:4].CCN(CC)CC.[F:26][CH2:27][C:28]([CH3:33])([CH3:32])[CH2:29][CH:30]=O. Product: [F:26][CH2:27][C:28]([CH3:33])([CH3:32])[CH2:29]/[CH:30]=[N:1]/[CH2:2][C:3]([NH:5][C:6]1[CH:16]=[CH:15][C:9]([C:10]([O:12][CH2:13][CH3:14])=[O:11])=[CH:8][C:7]=1[O:17][CH3:18])=[O:4]. The catalyst class is: 237. (7) Reactant: [CH3:1][C:2]1[CH:7]=[CH:6][N:5]([C:8]2[CH:13]=[CH:12][C:11]([N:14]3[CH2:19][CH2:18][NH:17][CH2:16][CH2:15]3)=[CH:10][CH:9]=2)[C:4](=[O:20])[CH:3]=1.CC1C=CC(S(O[CH2:32][CH2:33][CH2:34][CH2:35][C:36]2[C:44]3[C:39](=[CH:40][CH:41]=[C:42]([O:45][CH3:46])[CH:43]=3)[NH:38][CH:37]=2)(=O)=O)=CC=1.C(=O)([O-])[O-].[K+].[K+].[I-].[K+]. Product: [CH3:46][O:45][C:42]1[CH:43]=[C:44]2[C:39](=[CH:40][CH:41]=1)[NH:38][CH:37]=[C:36]2[CH2:35][CH2:34][CH2:33][CH2:32][N:17]1[CH2:16][CH2:15][N:14]([C:11]2[CH:10]=[CH:9][C:8]([N:5]3[CH:6]=[CH:7][C:2]([CH3:1])=[CH:3][C:4]3=[O:20])=[CH:13][CH:12]=2)[CH2:19][CH2:18]1. The catalyst class is: 10. (8) Reactant: [NH:1]1[C:9]2[C:4](=[CH:5][C:6]([C:10]#[N:11])=[CH:7][CH:8]=2)[CH:3]=[CH:2]1.Br[CH2:13][CH2:14][C:15]([O:17][CH2:18][CH3:19])=[O:16].C(=O)([O-])[O-].[Cs+].[Cs+].C(OCC)C. Product: [C:10]([C:6]1[CH:5]=[C:4]2[C:9](=[CH:8][CH:7]=1)[N:1]([CH2:13][CH2:14][C:15]([O:17][CH2:18][CH3:19])=[O:16])[CH:2]=[CH:3]2)#[N:11]. The catalyst class is: 3.